The task is: Predict the product of the given reaction.. This data is from Forward reaction prediction with 1.9M reactions from USPTO patents (1976-2016). (1) Given the reactants [CH2:1]([N:8]1[C:14](=[O:15])[C:13]2[CH:16]=[CH:17][C:18](F)=[N:19][C:12]=2[O:11][CH2:10][CH2:9]1)[C:2]1[CH:7]=[CH:6][CH:5]=[CH:4][CH:3]=1.[CH3:21][CH:22]([SH:24])[CH3:23].C(=O)([O-])[O-].[K+].[K+].CN(C=O)C, predict the reaction product. The product is: [CH2:1]([N:8]1[C:14](=[O:15])[C:13]2[CH:16]=[CH:17][C:18]([S:24][CH:22]([CH3:23])[CH3:21])=[N:19][C:12]=2[O:11][CH2:10][CH2:9]1)[C:2]1[CH:7]=[CH:6][CH:5]=[CH:4][CH:3]=1. (2) Given the reactants [Br:1][C:2]1[CH:3]=[CH:4][C:5]2[S:9][C:8]([CH2:10][OH:11])=[CH:7][C:6]=2[CH:12]=1, predict the reaction product. The product is: [Br:1][C:2]1[CH:3]=[CH:4][C:5]2[S:9][C:8]([CH:10]=[O:11])=[CH:7][C:6]=2[CH:12]=1. (3) Given the reactants [C:1]([O:5][C:6]([N:8]1[CH2:13][CH2:12][CH:11]([NH2:14])[CH2:10][CH2:9]1)=[O:7])([CH3:4])([CH3:3])[CH3:2].Br[C:16]1[CH:17]=[CH:18][C:19]([N+:22]([O-:24])=[O:23])=[N:20][CH:21]=1.C1(P(C2C=CC=CC=2)C2C=CC3C(=CC=CC=3)C=2C2C3C(=CC=CC=3)C=CC=2P(C2C=CC=CC=2)C2C=CC=CC=2)C=CC=CC=1.CC(C)([O-])C.[Na+], predict the reaction product. The product is: [C:1]([O:5][C:6]([N:8]1[CH2:13][CH2:12][CH:11]([NH:14][C:16]2[CH:21]=[N:20][C:19]([N+:22]([O-:24])=[O:23])=[CH:18][CH:17]=2)[CH2:10][CH2:9]1)=[O:7])([CH3:4])([CH3:2])[CH3:3]. (4) Given the reactants [Cl:1][C:2]1[CH:7]=[CH:6][C:5]([OH:8])=[CH:4][C:3]=1[C:9]([F:12])([F:11])[F:10].[H-].[Na+].[H][H].Br[CH2:18][C:19]([O:21][CH2:22][CH3:23])=[O:20], predict the reaction product. The product is: [Cl:1][C:2]1[CH:7]=[CH:6][C:5]([O:8][CH2:18][C:19]([O:21][CH2:22][CH3:23])=[O:20])=[CH:4][C:3]=1[C:9]([F:10])([F:11])[F:12]. (5) Given the reactants [F:1][C:2]1[C:11]([F:12])=[CH:10][C:5]([C:6]([NH:8][CH3:9])=[O:7])=[C:4]([N+:13]([O-])=O)[CH:3]=1.[H][H], predict the reaction product. The product is: [NH2:13][C:4]1[CH:3]=[C:2]([F:1])[C:11]([F:12])=[CH:10][C:5]=1[C:6]([NH:8][CH3:9])=[O:7]. (6) Given the reactants [CH3:1][CH:2]([CH3:33])[C:3]1[N:4]=[C:5]([N:27]([CH3:32])[S:28]([CH3:31])(=[O:30])=[O:29])[N:6]=[C:7]([C:20]2[CH:25]=[CH:24][C:23]([F:26])=[CH:22][CH:21]=2)[C:8]=1/[CH:9]=[CH:10]/[C@H:11]([CH2:13][C@H:14]([CH2:16][C:17]([O-:19])=[O:18])[OH:15])[OH:12].[CH3:1][CH:2]([CH3:33])[C:3]1[N:4]=[C:5]([N:27]([CH3:32])[S:28]([CH3:31])(=[O:29])=[O:30])[N:6]=[C:7]([C:20]2[CH:21]=[CH:22][C:23]([F:26])=[CH:24][CH:25]=2)[C:8]=1/[CH:9]=[CH:10]/[C@H:11]([CH2:13][C@H:14]([CH2:16][C:17]([O-:19])=[O:18])[OH:15])[OH:12].[Ca+2].C(O)[C@H]1O[C@@H](O[C@H]2[C@H](O)[C@@H](O)[C@H](O)O[C@@H]2CO)[C@H](O)[C@@H](O)[C@H]1O, predict the reaction product. The product is: [CH3:33][CH:2]([C:3]1[N:4]=[C:5]([N:27]([S:28]([CH3:31])(=[O:29])=[O:30])[CH3:32])[N:6]=[C:7]([C:20]2[CH:21]=[CH:22][C:23]([F:26])=[CH:24][CH:25]=2)[C:8]=1/[CH:9]=[CH:10]/[C@@H:11]([OH:12])[CH2:13][C@@H:14]([OH:15])[CH2:16][C:17]([OH:19])=[O:18])[CH3:1]. (7) Given the reactants Cl[CH2:2][CH2:3][CH2:4][N:5]1[C:14]2[C:9](=[CH:10][CH:11]=[CH:12][CH:13]=2)[CH:8]=[CH:7][C:6]1=[O:15].C([O-])([O-])=O.[K+].[K+].[CH2:22]([O:25][CH:26]1[CH2:31][CH2:30][NH:29][CH2:28][CH2:27]1)[CH2:23][CH3:24].CC#N, predict the reaction product. The product is: [CH2:22]([O:25][CH:26]1[CH2:31][CH2:30][N:29]([CH2:2][CH2:3][CH2:4][N:5]2[C:14]3[C:9](=[CH:10][CH:11]=[CH:12][CH:13]=3)[CH:8]=[CH:7][C:6]2=[O:15])[CH2:28][CH2:27]1)[CH2:23][CH3:24].